This data is from Peptide-MHC class I binding affinity with 185,985 pairs from IEDB/IMGT. The task is: Regression. Given a peptide amino acid sequence and an MHC pseudo amino acid sequence, predict their binding affinity value. This is MHC class I binding data. (1) The peptide sequence is SLVSSLWSM. The MHC is HLA-A01:01 with pseudo-sequence HLA-A01:01. The binding affinity (normalized) is 0. (2) The peptide sequence is FPPTSFGPL. The MHC is HLA-B54:01 with pseudo-sequence HLA-B54:01. The binding affinity (normalized) is 0.394.